Dataset: Reaction yield outcomes from USPTO patents with 853,638 reactions. Task: Predict the reaction yield, written as a fraction of the theoretical maximum amount of product (1.0 means a 100% yield; for example, 0.34 means a 34% yield). (1) The reactants are [NH2:1][C@H:2]([C:13]([NH:15][CH2:16][C:17]1[CH:22]=[CH:21][CH:20]=[CH:19][CH:18]=1)=[O:14])[CH2:3][C:4]1[C:12]2[C:7](=[CH:8][CH:9]=[CH:10][CH:11]=2)[NH:6][CH:5]=1.[NH:23]([C:59]([O:61][C:62]([CH3:65])([CH3:64])[CH3:63])=[O:60])[C@H:24]([C:40]([NH:42][C@H:43]([C:56](O)=[O:57])[CH2:44][CH2:45][CH2:46][CH2:47][NH:48][C:49]([O:51][C:52]([CH3:55])([CH3:54])[CH3:53])=[O:50])=[O:41])[CH2:25][C:26]1[CH:31]=[CH:30][C:29]([O:32][CH2:33][C:34]2[CH:39]=[CH:38][CH:37]=[CH:36][CH:35]=2)=[CH:28][CH:27]=1.C(Cl)CCl.C1C=CC2N(O)N=NC=2C=1. The catalyst is C(Cl)Cl.CN(C=O)C. The product is [NH:23]([C:59]([O:61][C:62]([CH3:65])([CH3:64])[CH3:63])=[O:60])[C@H:24]([C:40]([NH:42][C@H:43]([C:56]([NH:1][C@H:2]([C:13]([NH:15][CH2:16][C:17]1[CH:22]=[CH:21][CH:20]=[CH:19][CH:18]=1)=[O:14])[CH2:3][C:4]1[C:12]2[C:7](=[CH:8][CH:9]=[CH:10][CH:11]=2)[NH:6][CH:5]=1)=[O:57])[CH2:44][CH2:45][CH2:46][CH2:47][NH:48][C:49]([O:51][C:52]([CH3:55])([CH3:54])[CH3:53])=[O:50])=[O:41])[CH2:25][C:26]1[CH:31]=[CH:30][C:29]([O:32][CH2:33][C:34]2[CH:39]=[CH:38][CH:37]=[CH:36][CH:35]=2)=[CH:28][CH:27]=1. The yield is 0.670. (2) The reactants are Cl.[NH2:2][CH2:3][C:4]1[CH:12]=[CH:11][CH:10]=[C:9]2[C:5]=1[C:6](=[O:22])[N:7]([CH:14]1[CH2:19][CH2:18][C:17](=[O:20])[NH:16][C:15]1=[O:21])[C:8]2=[O:13].N12CCCN=C1CCCCC2.[Cl:34][C:35]1[CH:36]=[C:37]([CH:41]=[CH:42][C:43]=1[CH3:44])[C:38](O)=[O:39].Cl.CN(C)CCCN=C=NCC. The catalyst is CC#N. The product is [Cl:34][C:35]1[CH:36]=[C:37]([CH:41]=[CH:42][C:43]=1[CH3:44])[C:38]([NH:2][CH2:3][C:4]1[CH:12]=[CH:11][CH:10]=[C:9]2[C:5]=1[C:6](=[O:22])[N:7]([CH:14]1[CH2:19][CH2:18][C:17](=[O:20])[NH:16][C:15]1=[O:21])[C:8]2=[O:13])=[O:39]. The yield is 0.790. (3) The reactants are [OH:1][CH2:2][C@@H:3]1[CH2:7][N:6]([C:8]([O:10][C:11]([CH3:14])([CH3:13])[CH3:12])=[O:9])[C@H:5]([C:15]([O:17][CH3:18])=[O:16])[CH2:4]1.[C:19](C1C=CC=C(C(C)(C)C)N=1)(C)(C)C.CI. The catalyst is C(Cl)Cl.C(S([O-])(=O)=O)(F)(F)F.[Ag+]. The product is [CH3:19][O:1][CH2:2][C@@H:3]1[CH2:7][N:6]([C:8]([O:10][C:11]([CH3:13])([CH3:14])[CH3:12])=[O:9])[C@H:5]([C:15]([O:17][CH3:18])=[O:16])[CH2:4]1. The yield is 0.780. (4) The reactants are [Cl:1][C:2]1[C:3]([C:9]([OH:11])=O)=[N:4][CH:5]=[C:6]([Cl:8])[CH:7]=1.[CH3:12][C:13]1[C:14]([NH2:28])=[N:15][C:16]2([C:26]3[C:21](=[CH:22][CH:23]=[C:24]([NH2:27])[CH:25]=3)[O:20][CH2:19][CH2:18]2)[N:17]=1. No catalyst specified. The product is [NH2:28][C:14]1[C:13]([CH3:12])=[N:17][C:16]2([C:26]3[C:21](=[CH:22][CH:23]=[C:24]([NH:27][C:9](=[O:11])[C:3]4[C:2]([Cl:1])=[CH:7][C:6]([Cl:8])=[CH:5][N:4]=4)[CH:25]=3)[O:20][CH2:19][CH2:18]2)[N:15]=1. The yield is 0.620.